The task is: Predict the reactants needed to synthesize the given product.. This data is from Full USPTO retrosynthesis dataset with 1.9M reactions from patents (1976-2016). (1) Given the product [O:1]=[C:2]1[NH:6][CH:5]=[C:4]([C:7]([NH:10][CH2:11][CH2:12][N:13]2[CH2:18][CH2:17][N:16]([C:19]([O:21][CH2:22][C:23]3[CH:28]=[C:27]([Cl:29])[CH:26]=[C:25]([Cl:30])[CH:24]=3)=[O:20])[CH2:15][CH2:14]2)=[O:9])[O:3]1, predict the reactants needed to synthesize it. The reactants are: [O:1]=[C:2]1[NH:6][CH:5]=[C:4]([C:7]([OH:9])=O)[O:3]1.[NH2:10][CH2:11][CH2:12][N:13]1[CH2:18][CH2:17][N:16]([C:19]([O:21][CH2:22][C:23]2[CH:28]=[C:27]([Cl:29])[CH:26]=[C:25]([Cl:30])[CH:24]=2)=[O:20])[CH2:15][CH2:14]1. (2) Given the product [O:22]=[C:14]1[NH:15][C:16]2=[N:17][CH:18]=[CH:19][CH:20]=[C:21]2[C:13]21[CH2:12][C:7]1[CH:8]=[C:9]3[C:4](=[CH:5][C:6]=1[CH2:23]2)[N:3]=[C:2]([C:32]1[CH:33]=[C:28]([CH:29]=[CH:30][CH:31]=1)[C:26]([O:25][CH3:24])=[O:27])[CH:11]=[CH:10]3, predict the reactants needed to synthesize it. The reactants are: Cl[C:2]1[CH:11]=[CH:10][C:9]2[C:4](=[CH:5][C:6]3[CH2:23][C:13]4([C:21]5[C:16](=[N:17][CH:18]=[CH:19][CH:20]=5)[NH:15][C:14]4=[O:22])[CH2:12][C:7]=3[CH:8]=2)[N:3]=1.[CH3:24][O:25][C:26]([C:28]1[CH:29]=[C:30](B(O)O)[CH:31]=[CH:32][CH:33]=1)=[O:27].C(=O)([O-])[O-].[K+].[K+].O. (3) Given the product [O:23]1[C@@H:3]2[C@@:4]34[CH2:20][CH2:19][N:18]([CH3:21])[C@@H:12]([C@:13]3([O:16][CH3:17])[CH2:14][CH2:15][C@@H:2]2[N:35]([C:36]([O:38][C:39]([CH3:42])([CH3:41])[CH3:40])=[O:37])[C:32]([NH:31][C:29]([O:28][C:24]([CH3:27])([CH3:26])[CH3:25])=[O:30])=[NH:45])[CH2:11][C:10]2=[C:5]4[C:6]1=[C:7]([OH:22])[CH:8]=[CH:9]2, predict the reactants needed to synthesize it. The reactants are: N[C@H:2]1[CH2:15][CH2:14][C@:13]2([O:16][CH3:17])[C@:4]34[CH2:20][CH2:19][N:18]([CH3:21])[C@@H:12]2[CH2:11][C:10]2[CH:9]=[CH:8][C:7]([OH:22])=[C:6]([O:23][C@@H:3]13)[C:5]4=2.[C:24]([O:28][C:29]([NH:31][C:32](=[N:35][C:36]([O:38][C:39]([CH3:42])([CH3:41])[CH3:40])=[O:37])SC)=[O:30])([CH3:27])([CH3:26])[CH3:25].C([N:45](C(C)C)C(C)C)C. (4) Given the product [CH3:7][O:8][C:9]1[N:10]=[C:11]2[C:20](=[CH:21][CH:22]=1)[N:19]=[CH:18][C:17]1[N:16]([CH3:1])[C:15](=[O:23])[CH:14]([C@H:24]3[CH2:29][CH2:28][C@H:27]([N:30]4[C:38](=[O:39])[C:37]5[C:32](=[CH:33][CH:34]=[CH:35][CH:36]=5)[C:31]4=[O:40])[CH2:26][CH2:25]3)[O:13][C:12]2=1, predict the reactants needed to synthesize it. The reactants are: [C:1](=O)([O-])[O-].[Na+].[Na+].[CH3:7][O:8][C:9]1[N:10]=[C:11]2[C:20](=[CH:21][CH:22]=1)[N:19]=[CH:18][C:17]1[NH:16][C:15](=[O:23])[CH:14]([C@H:24]3[CH2:29][CH2:28][C@H:27]([N:30]4[C:38](=[O:39])[C:37]5[C:32](=[CH:33][CH:34]=[CH:35][CH:36]=5)[C:31]4=[O:40])[CH2:26][CH2:25]3)[O:13][C:12]2=1.IC.ClCCl. (5) Given the product [Cl:54][C:55]1[CH:60]=[CH:59][C:58]([C:61]2[C:62]([C@@H:66]([NH:76][C:10](=[O:9])[CH2:13][N:23]3[C:81]4[CH2:80][CH2:79][CH2:84][CH2:83][C:82]=4[C:85]([C:38]([F:53])([F:52])[F:37])=[N:89]3)[CH2:67][C:68]3[CH:73]=[C:72]([F:74])[CH:71]=[C:70]([F:75])[CH:69]=3)=[N:63][O:64][CH:65]=2)=[CH:57][CH:56]=1, predict the reactants needed to synthesize it. The reactants are: ClC1C=CC(C2[O:9][C:10]([CH:13]([NH:23]C(=O)CC3C4C(=CC=C(F)C=4)NC=3)CC3C=C(F)C=C(F)C=3)=CN=2)=CC=1.[F:37][C:38]([F:53])([F:52])C1C=C2C(=CC=1)NC=C2CC(O)=O.[Cl:54][C:55]1[CH:60]=[CH:59][C:58]([C:61]2[C:62]([C@@H:66]([NH2:76])[CH2:67][C:68]3[CH:73]=[C:72]([F:74])[CH:71]=[C:70]([F:75])[CH:69]=3)=[N:63][O:64][CH:65]=2)=[CH:57][CH:56]=1.Cl.Cl[C:79]1[CH:84]=[CH:83][C:82]([C:85]2OC(C(N)CC3C=C(F)C=C(F)C=3)=C[N:89]=2)=[CH:81][CH:80]=1. (6) The reactants are: [C:1]([C:3]1[C:8]([C:9]2[N:13]([S:14]([C:17]3[CH:21]=[CH:20][S:19][CH:18]=3)(=[O:16])=[O:15])[CH:12]=[C:11]([CH2:22][N:23](C)[C:24](=O)OC(C)(C)C)[CH:10]=2)=[CH:7][CH:6]=[CH:5][N:4]=1)#[N:2].C(OCC)(=O)C.[ClH:38]. Given the product [ClH:38].[CH3:24][NH:23][CH2:22][C:11]1[CH:10]=[C:9]([C:8]2[C:3]([C:1]#[N:2])=[N:4][CH:5]=[CH:6][CH:7]=2)[N:13]([S:14]([C:17]2[CH:21]=[CH:20][S:19][CH:18]=2)(=[O:16])=[O:15])[CH:12]=1, predict the reactants needed to synthesize it. (7) Given the product [CH:13]1([CH2:12][CH2:11][C:10]([NH:9][C:4]2[C:5]([CH3:8])=[CH:6][CH:7]=[C:2]([NH:1][CH2:25][C:24]3[CH:27]=[CH:28][C:21]([F:20])=[CH:22][CH:23]=3)[C:3]=2[CH3:19])=[O:18])[CH2:14][CH2:15][CH2:16][CH2:17]1, predict the reactants needed to synthesize it. The reactants are: [NH2:1][C:2]1[C:3]([CH3:19])=[C:4]([NH:9][C:10](=[O:18])[CH2:11][CH2:12][CH:13]2[CH2:17][CH2:16][CH2:15][CH2:14]2)[C:5]([CH3:8])=[CH:6][CH:7]=1.[F:20][C:21]1[CH:28]=[CH:27][C:24]([CH:25]=O)=[CH:23][CH:22]=1.[BH4-].[Na+].CO.